Dataset: Full USPTO retrosynthesis dataset with 1.9M reactions from patents (1976-2016). Task: Predict the reactants needed to synthesize the given product. (1) Given the product [Br:1][C:2]1[CH:3]=[C:4]2[C:8](=[CH:9][CH:10]=1)[NH:7][CH2:6][CH2:5]2, predict the reactants needed to synthesize it. The reactants are: [Br:1][C:2]1[CH:3]=[C:4]2[C:8](=[CH:9][CH:10]=1)[NH:7][CH:6]=[CH:5]2.[BH3-]C#N.[Na+]. (2) The reactants are: [CH3:1][C:2]1[N:6]([CH2:7][CH:8]2[C:21](=[O:22])[C:12]3[C:13]4[CH:14]=[CH:15][CH:16]=[CH:17][C:18]=4[N:19]([CH3:20])[C:11]=3[CH2:10][CH2:9]2)[CH:5]=[CH:4][N:3]=1.OC1O[C@H](CO)[C@@H](O[C@@H]2O[C@H](CO)[C@H](O)[C@H](O)[C@H]2O)[C@H](O)[C@H]1O.C(O)(=O)CC(CC(O)=O)(C(O)=O)O.C(OCC)(=O)C1C(=CC=CC=1)C(OCC)=O.[Cl:75]CCl. Given the product [CH3:1][C:2]1[N:6]([CH2:7][CH:8]2[C:21](=[O:22])[C:12]3[C:13]4[CH:14]=[CH:15][CH:16]=[CH:17][C:18]=4[N:19]([CH3:20])[C:11]=3[CH2:10][CH2:9]2)[CH:5]=[CH:4][N:3]=1.[ClH:75], predict the reactants needed to synthesize it. (3) Given the product [Cl:1][C:2]1[C:3]([C:25]2[CH:26]=[N:27][C:28]([C:31]([F:32])([F:34])[F:33])=[CH:29][CH:30]=2)=[CH:4][C:5]([CH2:8][NH:9][C:10]([C@@H:12]2[CH2:16][C@@H:15]([F:17])[CH2:14][NH:13]2)=[O:11])=[N:6][CH:7]=1, predict the reactants needed to synthesize it. The reactants are: [Cl:1][C:2]1[C:3]([C:25]2[CH:26]=[N:27][C:28]([C:31]([F:34])([F:33])[F:32])=[CH:29][CH:30]=2)=[CH:4][C:5]([CH2:8][NH:9][C:10]([C@@H:12]2[CH2:16][C@@H:15]([F:17])[CH2:14][N:13]2C(OC(C)(C)C)=O)=[O:11])=[N:6][CH:7]=1. (4) The reactants are: [CH3:1][N:2]([CH3:9])[C:3]1[CH:8]=[CH:7][CH:6]=[CH:5][CH:4]=1.[N:10]1C=CC=CC=1.[C:16](Cl)(=[O:22])[C:17]([O:19][CH2:20][CH3:21])=[O:18]. Given the product [CH2:20]([O:19][C:17](=[O:18])[C:16]([NH:10][C:6]1[CH:7]=[CH:8][C:3]([N:2]([CH3:9])[CH3:1])=[CH:4][CH:5]=1)=[O:22])[CH3:21], predict the reactants needed to synthesize it. (5) Given the product [CH2:1]([S:3]([C:6]1[CH:7]=[C:8]([C:12]2[CH:20]=[C:19]([C:21]([NH:23][CH:24]3[CH2:25][CH2:26][N:27]([CH3:30])[CH2:28][CH2:29]3)=[O:22])[C:18]([CH3:31])=[C:17]3[C:13]=2[C:14]2[CH:35]=[C:34]([CH3:36])[CH:33]=[N:32][C:15]=2[NH:16]3)[CH:9]=[CH:10][CH:11]=1)(=[O:4])=[O:5])[CH3:2].[S:37]([OH:41])([OH:40])(=[O:39])=[O:38].[CH2:1]([S:3]([C:6]1[CH:7]=[C:8]([C:12]2[CH:20]=[C:19]([C:21]([NH:23][CH:24]3[CH2:25][CH2:26][N:27]([CH3:30])[CH2:28][CH2:29]3)=[O:22])[C:18]([CH3:31])=[C:17]3[C:13]=2[C:14]2[CH:35]=[C:34]([CH3:36])[CH:33]=[N:32][C:15]=2[NH:16]3)[CH:9]=[CH:10][CH:11]=1)(=[O:4])=[O:5])[CH3:2], predict the reactants needed to synthesize it. The reactants are: [CH2:1]([S:3]([C:6]1[CH:7]=[C:8]([C:12]2[CH:20]=[C:19]([C:21]([NH:23][CH:24]3[CH2:29][CH2:28][N:27]([CH3:30])[CH2:26][CH2:25]3)=[O:22])[C:18]([CH3:31])=[C:17]3[C:13]=2[C:14]2[CH:35]=[C:34]([CH3:36])[CH:33]=[N:32][C:15]=2[NH:16]3)[CH:9]=[CH:10][CH:11]=1)(=[O:5])=[O:4])[CH3:2].[S:37](=[O:41])(=[O:40])([OH:39])[OH:38].